From a dataset of Full USPTO retrosynthesis dataset with 1.9M reactions from patents (1976-2016). Predict the reactants needed to synthesize the given product. Given the product [ClH:34].[ClH:47].[NH2:37][CH:38]([CH2:39][CH2:40][CH2:41][CH2:42][NH2:43])[C:44]([NH:13][C:12]1[CH:14]=[CH:15][CH:16]=[C:17]([C:18]#[C:19][C:20]2[C:25]([F:26])=[C:24]([F:27])[N:23]=[C:22]([F:28])[C:21]=2[F:29])[C:11]=1[C:10]#[C:9][C:6]1[C:5]([F:30])=[C:4]([F:31])[N:3]=[C:2]([F:1])[C:7]=1[F:8])=[O:45], predict the reactants needed to synthesize it. The reactants are: [F:1][C:2]1[C:7]([F:8])=[C:6]([C:9]#[C:10][C:11]2[C:17]([C:18]#[C:19][C:20]3[C:25]([F:26])=[C:24]([F:27])[N:23]=[C:22]([F:28])[C:21]=3[F:29])=[CH:16][CH:15]=[CH:14][C:12]=2[NH2:13])[C:5]([F:30])=[C:4]([F:31])[N:3]=1.P(Cl)(Cl)([Cl:34])=O.[NH2:37][C@H:38]([C:44](O)=[O:45])[CH2:39][CH2:40][CH2:41][CH2:42][NH2:43].[ClH:47].